This data is from Full USPTO retrosynthesis dataset with 1.9M reactions from patents (1976-2016). The task is: Predict the reactants needed to synthesize the given product. (1) Given the product [NH2:1][C:2]1[N:10]=[CH:9][N:8]=[C:7]2[C:3]=1[N:4]=[CH:5][N:6]2[C@@H:11]1[O:12][C@H:13]([CH2:21][N:22]([CH:40]2[CH2:41][CH2:42][CH2:43]2)[CH2:23][CH2:24][CH2:25][NH:26][C:27]([NH:29][C:30]2[CH:35]=[CH:34][C:33]([C:36]([CH3:39])([CH3:38])[CH3:37])=[CH:32][CH:31]=2)=[O:28])[C@@H:14]([OH:18])[C@H:15]1[OH:16], predict the reactants needed to synthesize it. The reactants are: [NH2:1][C:2]1[N:10]=[CH:9][N:8]=[C:7]2[C:3]=1[N:4]=[CH:5][N:6]2[C@H:11]1[C@@H:15]2[O:16]C(C)(C)[O:18][C@@H:14]2[C@@H:13]([CH2:21][N:22]([CH:40]2[CH2:43][CH2:42][CH2:41]2)[CH2:23][CH2:24][CH2:25][NH:26][C:27]([NH:29][C:30]2[CH:35]=[CH:34][C:33]([C:36]([CH3:39])([CH3:38])[CH3:37])=[CH:32][CH:31]=2)=[O:28])[O:12]1. (2) Given the product [Br:57][C:7]1[C:8]([OH:10])=[CH:9][C:2]([Cl:1])=[C:3]([CH:6]=1)[C:4]#[N:5], predict the reactants needed to synthesize it. The reactants are: [Cl:1][C:2]1[CH:9]=[C:8]([OH:10])[CH:7]=[CH:6][C:3]=1[C:4]#[N:5].ClC1C(CC2SC(C3OC=CC=3)=NN=2)=CC([C@H]2[C@H](O)[C@@H](O)[C@H](O)[C@@H](CO)O2)=C(OC)C=1.OS(C(F)(F)F)(=O)=O.C1C(=O)N([Br:57])C(=O)C1.